From a dataset of NCI-60 drug combinations with 297,098 pairs across 59 cell lines. Regression. Given two drug SMILES strings and cell line genomic features, predict the synergy score measuring deviation from expected non-interaction effect. (1) Drug 1: CC1=C2C(C(=O)C3(C(CC4C(C3C(C(C2(C)C)(CC1OC(=O)C(C(C5=CC=CC=C5)NC(=O)C6=CC=CC=C6)O)O)OC(=O)C7=CC=CC=C7)(CO4)OC(=O)C)O)C)OC(=O)C. Cell line: K-562. Synergy scores: CSS=44.1, Synergy_ZIP=0.0696, Synergy_Bliss=0.315, Synergy_Loewe=-50.8, Synergy_HSA=-2.14. Drug 2: C1=NNC2=C1C(=O)NC=N2. (2) Drug 1: CCC(=C(C1=CC=CC=C1)C2=CC=C(C=C2)OCCN(C)C)C3=CC=CC=C3.C(C(=O)O)C(CC(=O)O)(C(=O)O)O. Synergy scores: CSS=38.5, Synergy_ZIP=24.5, Synergy_Bliss=22.6, Synergy_Loewe=21.8, Synergy_HSA=20.9. Cell line: OVCAR-8. Drug 2: CC1=C2C(C(=O)C3(C(CC4C(C3C(C(C2(C)C)(CC1OC(=O)C(C(C5=CC=CC=C5)NC(=O)OC(C)(C)C)O)O)OC(=O)C6=CC=CC=C6)(CO4)OC(=O)C)O)C)O. (3) Cell line: A549. Drug 2: CCCCC(=O)OCC(=O)C1(CC(C2=C(C1)C(=C3C(=C2O)C(=O)C4=C(C3=O)C=CC=C4OC)O)OC5CC(C(C(O5)C)O)NC(=O)C(F)(F)F)O. Synergy scores: CSS=13.5, Synergy_ZIP=0.290, Synergy_Bliss=1.93, Synergy_Loewe=3.13, Synergy_HSA=2.72. Drug 1: CN1CCC(CC1)COC2=C(C=C3C(=C2)N=CN=C3NC4=C(C=C(C=C4)Br)F)OC. (4) Drug 1: COC1=CC(=CC(=C1O)OC)C2C3C(COC3=O)C(C4=CC5=C(C=C24)OCO5)OC6C(C(C7C(O6)COC(O7)C8=CC=CS8)O)O. Drug 2: C1CCC(C(C1)N)N.C(=O)(C(=O)[O-])[O-].[Pt+4]. Cell line: COLO 205. Synergy scores: CSS=54.0, Synergy_ZIP=-5.12, Synergy_Bliss=-3.20, Synergy_Loewe=-1.96, Synergy_HSA=1.37. (5) Cell line: OVCAR-4. Drug 1: C1=CC(=CC=C1CC(C(=O)O)N)N(CCCl)CCCl.Cl. Drug 2: C#CCC(CC1=CN=C2C(=N1)C(=NC(=N2)N)N)C3=CC=C(C=C3)C(=O)NC(CCC(=O)O)C(=O)O. Synergy scores: CSS=-5.86, Synergy_ZIP=1.44, Synergy_Bliss=-3.35, Synergy_Loewe=-7.67, Synergy_HSA=-7.14.